From a dataset of Full USPTO retrosynthesis dataset with 1.9M reactions from patents (1976-2016). Predict the reactants needed to synthesize the given product. (1) The reactants are: [I:1][C:2]1[C:3]([NH:13][C:14]([C:16]2[C:17]([CH3:27])=[N:18][N:19]([CH:21]3[CH2:26][CH2:25][CH2:24][CH2:23][O:22]3)[CH:20]=2)=[O:15])=[CH:4][C:5]2[CH2:6][C:7](=[O:12])[CH2:8][CH2:9][C:10]=2[CH:11]=1.C(=O)([O-])[O-].[Cs+].[Cs+].[C:34]([O:38][C:39](=[O:45])[NH:40][CH2:41][CH2:42][CH2:43]Br)([CH3:37])([CH3:36])[CH3:35]. Given the product [I:1][C:2]1[C:3]([N:13]([C:14]([C:16]2[C:17]([CH3:27])=[N:18][N:19]([CH:21]3[CH2:26][CH2:25][CH2:24][CH2:23][O:22]3)[CH:20]=2)=[O:15])[CH2:43][CH2:42][CH2:41][NH:40][C:39](=[O:45])[O:38][C:34]([CH3:37])([CH3:36])[CH3:35])=[CH:4][C:5]2[CH2:6][C:7](=[O:12])[CH2:8][CH2:9][C:10]=2[CH:11]=1, predict the reactants needed to synthesize it. (2) The reactants are: [NH2:1][C:2]1[N:7]=[CH:6][N:5]=[C:4]2[N:8]([CH2:19][CH2:20][NH:21][CH2:22][C:23]3[CH:27]=[CH:26][S:25][CH:24]=3)[N:9]=[C:10]([C:11]3[CH:12]=[CH:13][C:14]([Cl:18])=[C:15]([OH:17])[CH:16]=3)[C:3]=12.[C:28](Cl)(=[O:31])[CH:29]=[CH2:30]. Given the product [NH2:1][C:2]1[N:7]=[CH:6][N:5]=[C:4]2[N:8]([CH2:19][CH2:20][N:21]([CH2:22][C:23]3[CH:27]=[CH:26][S:25][CH:24]=3)[C:28](=[O:31])[CH:29]=[CH2:30])[N:9]=[C:10]([C:11]3[CH:12]=[CH:13][C:14]([Cl:18])=[C:15]([OH:17])[CH:16]=3)[C:3]=12, predict the reactants needed to synthesize it. (3) Given the product [CH:11]([C:13]1[CH:18]=[CH:17][C:16]([N:1]2[CH:5]=[CH:4][N:3]=[C:2]2[C:6]([O:8][CH2:9][CH3:10])=[O:7])=[CH:15][CH:14]=1)=[O:12], predict the reactants needed to synthesize it. The reactants are: [NH:1]1[CH:5]=[CH:4][N:3]=[C:2]1[C:6]([O:8][CH2:9][CH3:10])=[O:7].[CH:11]([C:13]1[CH:18]=[CH:17][C:16](B(O)O)=[CH:15][CH:14]=1)=[O:12].CN(CCN(C)C)C. (4) Given the product [C:1]([O:5][C:6]([N:8]1[CH2:13][CH2:12][CH:11]([N:14]2[C:18]3=[N:19][CH:20]=[N:21][C:22]([O:33][C:30]4[CH:31]=[CH:32][C:27]([O:26][C:25]([F:24])([F:34])[F:35])=[CH:28][CH:29]=4)=[C:17]3[CH:16]=[N:15]2)[CH2:10][CH2:9]1)=[O:7])([CH3:4])([CH3:3])[CH3:2], predict the reactants needed to synthesize it. The reactants are: [C:1]([O:5][C:6]([N:8]1[CH2:13][CH2:12][CH:11]([N:14]2[C:18]3=[N:19][CH:20]=[N:21][C:22](Cl)=[C:17]3[CH:16]=[N:15]2)[CH2:10][CH2:9]1)=[O:7])([CH3:4])([CH3:3])[CH3:2].[F:24][C:25]([F:35])([F:34])[O:26][C:27]1[CH:32]=[CH:31][C:30]([OH:33])=[CH:29][CH:28]=1.C(=O)([O-])[O-].[K+].[K+].